Dataset: Reaction yield outcomes from USPTO patents with 853,638 reactions. Task: Predict the reaction yield, written as a fraction of the theoretical maximum amount of product (1.0 means a 100% yield; for example, 0.34 means a 34% yield). (1) The catalyst is C1COCC1. The yield is 0.810. The reactants are [C:1]([Mg]Br)#[CH:2].[F:5][C:6]1[CH:11]=[CH:10][C:9]([C:12]([C:14]2[CH:19]=[CH:18][CH:17]=[CH:16][CH:15]=2)=[O:13])=[CH:8][CH:7]=1. The product is [F:5][C:6]1[CH:7]=[CH:8][C:9]([C:12]([C:14]2[CH:15]=[CH:16][CH:17]=[CH:18][CH:19]=2)([OH:13])[C:1]#[CH:2])=[CH:10][CH:11]=1. (2) The reactants are [CH:1]([C:4]1[CH:11]=[CH:10][C:7]([CH:8]=O)=[CH:6][CH:5]=1)([CH3:3])[CH3:2].[NH2:12][C:13]1[N:14]=[N:15][C:16]([CH3:19])=[CH:17][CH:18]=1.C([O:22][C:23](=O)[C:24]([OH:35])=[CH:25][C:26](=[O:34])[C:27]1[CH:32]=[CH:31][CH:30]=[CH:29][C:28]=1[CH3:33])C. No catalyst specified. The product is [OH:35][C:24]1[C:23](=[O:22])[N:12]([C:13]2[N:14]=[N:15][C:16]([CH3:19])=[CH:17][CH:18]=2)[CH:8]([C:7]2[CH:10]=[CH:11][C:4]([CH:1]([CH3:3])[CH3:2])=[CH:5][CH:6]=2)[C:25]=1[C:26](=[O:34])[C:27]1[CH:32]=[CH:31][CH:30]=[CH:29][C:28]=1[CH3:33]. The yield is 0.200.